Dataset: NCI-60 drug combinations with 297,098 pairs across 59 cell lines. Task: Regression. Given two drug SMILES strings and cell line genomic features, predict the synergy score measuring deviation from expected non-interaction effect. (1) Drug 1: CC1C(C(=O)NC(C(=O)N2CCCC2C(=O)N(CC(=O)N(C(C(=O)O1)C(C)C)C)C)C(C)C)NC(=O)C3=C4C(=C(C=C3)C)OC5=C(C(=O)C(=C(C5=N4)C(=O)NC6C(OC(=O)C(N(C(=O)CN(C(=O)C7CCCN7C(=O)C(NC6=O)C(C)C)C)C)C(C)C)C)N)C. Drug 2: C#CCC(CC1=CN=C2C(=N1)C(=NC(=N2)N)N)C3=CC=C(C=C3)C(=O)NC(CCC(=O)O)C(=O)O. Cell line: EKVX. Synergy scores: CSS=-0.598, Synergy_ZIP=2.95, Synergy_Bliss=2.12, Synergy_Loewe=0.823, Synergy_HSA=-2.48. (2) Drug 1: CS(=O)(=O)C1=CC(=C(C=C1)C(=O)NC2=CC(=C(C=C2)Cl)C3=CC=CC=N3)Cl. Cell line: IGROV1. Synergy scores: CSS=0.146, Synergy_ZIP=-4.80, Synergy_Bliss=-8.22, Synergy_Loewe=-11.9, Synergy_HSA=-8.80. Drug 2: CS(=O)(=O)OCCCCOS(=O)(=O)C.